Regression. Given a peptide amino acid sequence and an MHC pseudo amino acid sequence, predict their binding affinity value. This is MHC class I binding data. From a dataset of Peptide-MHC class I binding affinity with 185,985 pairs from IEDB/IMGT. The peptide sequence is WAKLLKQKW. The MHC is HLA-A80:01 with pseudo-sequence HLA-A80:01. The binding affinity (normalized) is 0.0847.